From a dataset of Reaction yield outcomes from USPTO patents with 853,638 reactions. Predict the reaction yield, written as a fraction of the theoretical maximum amount of product (1.0 means a 100% yield; for example, 0.34 means a 34% yield). (1) The catalyst is CC#N.CC(O)=O.C(Cl)Cl. The product is [NH2:20][C:21]1[CH:26]=[CH:25][C:24]([CH2:27][C:28]([NH:57][CH2:56][CH2:55][N:54]([CH3:58])[CH3:53])=[O:30])=[CH:23][C:22]=1[Br:31]. The yield is 0.110. The reactants are NC1C=CC(CC(O)=O)=CC=1.C1C(=O)N(Br)C(=O)C1.[NH2:20][C:21]1[CH:26]=[CH:25][C:24]([CH2:27][C:28]([OH:30])=O)=[CH:23][C:22]=1[Br:31].CCN=C=NCCCN(C)C.C1C=CC2N(O)N=NC=2C=1.[CH3:53][N:54]([CH3:58])[CH2:55][CH2:56][NH2:57].CCN(CC)CC. (2) The reactants are [NH:1]1[C:9]2[C:4](=[CH:5][CH:6]=[CH:7][CH:8]=2)[C:3]2([CH2:13][CH2:12][CH2:11][CH2:10]2)[C:2]1=[O:14].C([O-])(=O)C.[Na+].[Br:20]Br.C(=O)([O-])O.[Na+]. The catalyst is C(O)(=O)C. The product is [Br:20][CH:13]1[C:3]2([C:4]3[C:9](=[CH:8][CH:7]=[CH:6][CH:5]=3)[NH:1][C:2]2=[O:14])[CH2:10][CH2:11][CH2:12]1. The yield is 0.960. (3) The reactants are Br[C:2]1[C:11]2[C:6](=[CH:7][CH:8]=[CH:9][CH:10]=2)[C:5]([O:12][CH2:13][CH2:14][CH2:15][N:16]2[CH2:21][CH2:20][CH2:19][CH2:18][CH2:17]2)=[CH:4][CH:3]=1.[C:22]([O:26][C:27]([N:29]1[CH2:34][CH2:33][NH:32][CH2:31][CH2:30]1)=[O:28])([CH3:25])([CH3:24])[CH3:23].CC(C)([O-])C.[Na+]. The catalyst is C1(C)C(C)=CC=CC=1.C(OCC)(=O)C.C(PC(C)(C)C)(C)(C)C.[Pd]. The product is [C:22]([O:26][C:27]([N:29]1[CH2:34][CH2:33][N:32]([C:2]2[C:11]3[C:6](=[CH:7][CH:8]=[CH:9][CH:10]=3)[C:5]([O:12][CH2:13][CH2:14][CH2:15][N:16]3[CH2:21][CH2:20][CH2:19][CH2:18][CH2:17]3)=[CH:4][CH:3]=2)[CH2:31][CH2:30]1)=[O:28])([CH3:25])([CH3:23])[CH3:24]. The yield is 0.560. (4) The reactants are [C:1]([O:4][C@H:5]1[C@@H:19]([O:20][C:21](=[O:23])[CH3:22])[C@H:18]([O:24][C:25](=[O:27])[CH3:26])[C@@H:17]([CH2:28][O:29][C:30](=[O:32])[CH3:31])[O:16][C@@H:6]1[O:7][C:8]1[CH:13]=[CH:12][C:11](Br)=[C:10]([Cl:15])[CH:9]=1)(=[O:3])[CH3:2].[CH3:33][O:34][C:35]([C:37]1[CH:42]=[CH:41][C:40](B(O)O)=[CH:39][CH:38]=1)=[O:36].C(=O)([O-])[O-].[Cs+].[Cs+].C(O[C@H]1[C@@H](OC(=O)C)[C@H](OC(=O)C)[C@@H](COC(=O)C)O[C@@H]1OC1C=CC(C2C=CC(C(OC)=O)=CC=2)=CC=1Cl)(=O)C. The catalyst is O1CCOCC1.C1C=CC([P]([Pd]([P](C2C=CC=CC=2)(C2C=CC=CC=2)C2C=CC=CC=2)([P](C2C=CC=CC=2)(C2C=CC=CC=2)C2C=CC=CC=2)[P](C2C=CC=CC=2)(C2C=CC=CC=2)C2C=CC=CC=2)(C2C=CC=CC=2)C2C=CC=CC=2)=CC=1. The product is [C:1]([O:4][C@H:5]1[C@@H:19]([O:20][C:21](=[O:23])[CH3:22])[C@H:18]([O:24][C:25](=[O:27])[CH3:26])[C@@H:17]([CH2:28][O:29][C:30](=[O:32])[CH3:31])[O:16][C@@H:6]1[O:7][C:8]1[CH:13]=[CH:12][C:11]([C:40]2[CH:41]=[CH:42][C:37]([C:35]([O:34][CH3:33])=[O:36])=[CH:38][CH:39]=2)=[C:10]([Cl:15])[CH:9]=1)(=[O:3])[CH3:2]. The yield is 0.740. (5) The catalyst is ClCCl.C1C=CC(P(C2C=CC=CC=2)C2C=CC=CC=2)=CC=1.C1C=CC(P(C2C=CC=CC=2)C2C=CC=CC=2)=CC=1.Cl[Pd]Cl.[Cu]I. The reactants are [NH2:1][C:2]1[C:7](I)=[CH:6][C:5]([Br:9])=[CH:4][N:3]=1.C(N(CC)CC)C.[CH3:17][C:18]([CH3:22])([OH:21])[C:19]#[CH:20]. The product is [NH2:1][C:2]1[C:7]([C:20]#[C:19][C:18]([CH3:22])([OH:21])[CH3:17])=[CH:6][C:5]([Br:9])=[CH:4][N:3]=1. The yield is 0.820. (6) The reactants are [CH3:1][C:2]1[O:6][C:5]([C:7]([OH:9])=[O:8])=[CH:4][CH:3]=1.OS(O)(=O)=O.[C:15]([O-])(O)=O.[Na+].[OH-].[Na+]. The catalyst is CO.C(Cl)(Cl)Cl. The product is [CH3:1][C:2]1[O:6][C:5]([C:7]([O:9][CH3:15])=[O:8])=[CH:4][CH:3]=1. The yield is 0.820. (7) The reactants are [CH2:1]1[CH2:6][CH2:5][C:4]([CH2:11][NH2:12])([CH2:7][C:8]([OH:10])=[O:9])[CH2:3][CH2:2]1.C(N(CC)CC)C.C[Si](C)(C)Cl.[CH3:25][CH:26]([CH:28]([Cl:33])[O:29][C:30](Cl)=[O:31])[CH3:27]. The catalyst is ClCCl. The product is [Cl:33][CH:28]([O:29][C:30]([NH:12][CH2:11][C:4]1([CH2:7][C:8]([OH:10])=[O:9])[CH2:3][CH2:2][CH2:1][CH2:6][CH2:5]1)=[O:31])[CH:26]([CH3:27])[CH3:25]. The yield is 0.770.